From a dataset of Reaction yield outcomes from USPTO patents with 853,638 reactions. Predict the reaction yield, written as a fraction of the theoretical maximum amount of product (1.0 means a 100% yield; for example, 0.34 means a 34% yield). (1) The reactants are BrC1C(N2CCN(C(NC3C=CC=CC=3)=O)CC2)=C2N=C(C3C=CC(N(C)C)=CC=3)NC2=NC=1.[Br:35][C:36]1[C:37]([N:46]2[CH2:51][CH2:50][N:49]([CH2:52][C:53]3[CH:54]=[N:55][CH:56]=[CH:57][CH:58]=3)[CH2:48][CH2:47]2)=[C:38]([N+:43]([O-])=O)[C:39]([NH2:42])=[N:40][CH:41]=1.[O-]S(S([O-])=O)=O.[Na+].[Na+].[CH3:67][N:68]1[CH2:73][CH2:72][N:71]([C:74]2[CH:81]=[CH:80][C:77]([CH:78]=O)=[CH:76][CH:75]=2)[CH2:70][CH2:69]1. The catalyst is C(O)C.CN(C=O)C. The product is [Br:35][C:36]1[C:37]([N:46]2[CH2:51][CH2:50][N:49]([CH2:52][C:53]3[CH:54]=[N:55][CH:56]=[CH:57][CH:58]=3)[CH2:48][CH2:47]2)=[C:38]2[N:43]=[C:78]([C:77]3[CH:76]=[CH:75][C:74]([N:71]4[CH2:70][CH2:69][N:68]([CH3:67])[CH2:73][CH2:72]4)=[CH:81][CH:80]=3)[NH:42][C:39]2=[N:40][CH:41]=1. The yield is 0.390. (2) The reactants are [C:1]([C:5]1[S:9][C:8]([C:10]([NH:12][C@@H:13]([CH2:21][C:22]2[CH:27]=[CH:26][C:25](B3OC(C)(C)C(C)(C)O3)=[CH:24][CH:23]=2)[C:14]([O:16][C:17]([CH3:20])([CH3:19])[CH3:18])=[O:15])=[O:11])=[CH:7][CH:6]=1)([CH3:4])([CH3:3])[CH3:2].[Br:37][C:38]1[CH:39]=[N:40][C:41](I)=[N:42][CH:43]=1.CC#N.C1COCC1. The catalyst is O.CC(=O)OCC.C1C=CC(P(C2C=CC=CC=2)[C-]2C=CC=C2)=CC=1.C1C=CC(P(C2C=CC=CC=2)[C-]2C=CC=C2)=CC=1.Cl[Pd]Cl.[Fe+2]. The product is [Br:37][C:38]1[CH:39]=[N:40][C:41]([C:25]2[CH:24]=[CH:23][C:22]([CH2:21][C@H:13]([NH:12][C:10]([C:8]3[S:9][C:5]([C:1]([CH3:2])([CH3:3])[CH3:4])=[CH:6][CH:7]=3)=[O:11])[C:14]([O:16][C:17]([CH3:20])([CH3:19])[CH3:18])=[O:15])=[CH:27][CH:26]=2)=[N:42][CH:43]=1. The yield is 0.630. (3) The catalyst is CN(C=O)C. The reactants are [Cl:1][C:2]1[CH:7]=[C:6](Cl)[N:5]=[C:4]([S:9][CH3:10])[N:3]=1.[CH3:11][O:12][C:13]1[CH:14]=[CH:15][C:16]([CH2:19][OH:20])=[CH:17][CH:18]=1.C([O-])([O-])=O.[K+].[K+].O. The product is [Cl:1][C:2]1[CH:7]=[C:6]([O:20][CH2:19][C:16]2[CH:15]=[CH:14][C:13]([O:12][CH3:11])=[CH:18][CH:17]=2)[N:5]=[C:4]([S:9][CH3:10])[N:3]=1. The yield is 0.664. (4) The reactants are [C:1]([O:5][C@@H:6]([C:11]1[C:12]([CH3:31])=[CH:13][C:14]2[N:15]([CH:25]=[C:26]([C:28]([OH:30])=O)[N:27]=2)[C:16]=1[N:17]1[CH2:22][CH2:21][C:20]([CH3:24])([CH3:23])[CH2:19][CH2:18]1)[C:7]([O:9]C)=[O:8])([CH3:4])([CH3:3])[CH3:2].[Na].[F:33][C:34]1[CH:41]=[CH:40][C:37]([CH2:38][NH2:39])=[CH:36][C:35]=1[CH3:42].CN(C(ON1N=NC2C=CC=NC1=2)=[N+](C)C)C.F[P-](F)(F)(F)(F)F.O.[OH-].[Li+]. The catalyst is CN(C=O)C.O. The product is [C:1]([O:5][C@@H:6]([C:11]1[C:12]([CH3:31])=[CH:13][C:14]2[N:15]([CH:25]=[C:26]([C:28](=[O:30])[NH:39][CH2:38][C:37]3[CH:40]=[CH:41][C:34]([F:33])=[C:35]([CH3:42])[CH:36]=3)[N:27]=2)[C:16]=1[N:17]1[CH2:18][CH2:19][C:20]([CH3:24])([CH3:23])[CH2:21][CH2:22]1)[C:7]([OH:9])=[O:8])([CH3:3])([CH3:4])[CH3:2]. The yield is 0.650. (5) The catalyst is C(Cl)Cl. The reactants are CC(OC(/N=N/C(OC(C)C)=O)=O)C.C1(P(C2C=CC=CC=2)C2C=CC=CC=2)C=CC=CC=1.[CH2:34]([O:36][C:37]([C:39]1[O:40][C:41]2[CH:47]=[CH:46][C:45]([OH:48])=[CH:44][C:42]=2[CH:43]=1)=[O:38])[CH3:35].[F:49][C:50]1([F:59])[CH2:55][CH2:54][N:53]([CH2:56][CH2:57]O)[CH2:52][CH2:51]1. The yield is 0.880. The product is [CH2:34]([O:36][C:37]([C:39]1[O:40][C:41]2[CH:47]=[CH:46][C:45]([O:48][CH2:57][CH2:56][N:53]3[CH2:54][CH2:55][C:50]([F:59])([F:49])[CH2:51][CH2:52]3)=[CH:44][C:42]=2[CH:43]=1)=[O:38])[CH3:35]. (6) The reactants are [F:1][C:2]1[C:7]([N:8]2[C:12]([S:13]([C:16]3[CH:21]=[CH:20][CH:19]=[C:18]([O:22][CH3:23])[CH:17]=3)(=[O:15])=[O:14])=[CH:11][C:10]([C:24](OCC)=[O:25])=[N:9]2)=[CH:6][CH:5]=[CH:4][N:3]=1.[H-].C([Al+]CC(C)C)C(C)C.C1(C)C=CC=CC=1.O.O.O.O.O.O.O.O.O.O.[O-]S([O-])(=O)=O.[Na+].[Na+]. The catalyst is O1CCCC1. The product is [F:1][C:2]1[C:7]([N:8]2[C:12]([S:13]([C:16]3[CH:21]=[CH:20][CH:19]=[C:18]([O:22][CH3:23])[CH:17]=3)(=[O:14])=[O:15])=[CH:11][C:10]([CH2:24][OH:25])=[N:9]2)=[CH:6][CH:5]=[CH:4][N:3]=1. The yield is 0.680. (7) The yield is 0.880. The reactants are [CH3:1][O:2][C:3](=[O:32])[C:4]1[CH:9]=[CH:8][C:7]([N+:10]([O-])=O)=[CH:6][C:5]=1[NH:13][C:14]1[C:23]2[C:18](=[CH:19][CH:20]=[C:21]([O:24][Si:25]([C:28]([CH3:31])([CH3:30])[CH3:29])([CH3:27])[CH3:26])[CH:22]=2)[CH:17]=[CH:16][CH:15]=1.[Cl-].[NH4+].O. The product is [CH3:1][O:2][C:3](=[O:32])[C:4]1[CH:9]=[CH:8][C:7]([NH2:10])=[CH:6][C:5]=1[NH:13][C:14]1[C:23]2[C:18](=[CH:19][CH:20]=[C:21]([O:24][Si:25]([C:28]([CH3:30])([CH3:29])[CH3:31])([CH3:26])[CH3:27])[CH:22]=2)[CH:17]=[CH:16][CH:15]=1. The catalyst is CC(O)C.C(OCC)(=O)C.[Fe]. (8) The reactants are C([O-])=O.[NH4+].Cl[C:6]1[N:11]=[C:10]([C:12]([O:14][CH3:15])=[O:13])[CH:9]=[C:8]([N:16]([CH2:20][CH:21]2[CH2:23][CH2:22]2)[CH2:17][CH2:18][CH3:19])[N:7]=1. The catalyst is [Pd].O. The product is [CH:21]1([CH2:20][N:16]([CH2:17][CH2:18][CH3:19])[C:8]2[N:7]=[CH:6][N:11]=[C:10]([C:12]([O:14][CH3:15])=[O:13])[CH:9]=2)[CH2:22][CH2:23]1. The yield is 0.817. (9) The reactants are [CH3:1][C:2]1[C:10]2[C:5](=[CH:6][C:7]([N+:11]([O-:13])=[O:12])=[CH:8][CH:9]=2)[NH:4][N:3]=1.S(=O)(=O)(O)O.S(OC)(O[CH3:23])(=O)=O.C(=O)(O)[O-].[Na+]. The catalyst is CS(C)=O. The product is [CH3:23][N:3]1[C:2]([CH3:1])=[C:10]2[C:5]([CH:6]=[C:7]([N+:11]([O-:13])=[O:12])[CH:8]=[CH:9]2)=[N:4]1. The yield is 0.700. (10) The reactants are [CH3:1][O:2][C:3]1[CH:8]=[CH:7][C:6]([N:9]2[C:13]3[C:14](=[O:31])[N:15]([C:18]4[CH:23]=[CH:22][C:21]([N:24]5[CH2:29][CH2:28][CH2:27][CH2:26][C:25]5=[O:30])=[CH:20][CH:19]=4)[CH2:16][CH2:17][C:12]=3[C:11]([C:32]([OH:34])=O)=[N:10]2)=[CH:5][CH:4]=1.C([N:37](CC)CC)C.ClC(OCC(C)C)=O.[OH-].[NH4+]. The catalyst is CCOC(C)=O. The product is [CH3:1][O:2][C:3]1[CH:8]=[CH:7][C:6]([N:9]2[C:13]3[C:14](=[O:31])[N:15]([C:18]4[CH:19]=[CH:20][C:21]([N:24]5[CH2:29][CH2:28][CH2:27][CH2:26][C:25]5=[O:30])=[CH:22][CH:23]=4)[CH2:16][CH2:17][C:12]=3[C:11]([C:32]([NH2:37])=[O:34])=[N:10]2)=[CH:5][CH:4]=1. The yield is 0.700.